From a dataset of Full USPTO retrosynthesis dataset with 1.9M reactions from patents (1976-2016). Predict the reactants needed to synthesize the given product. (1) Given the product [N:1]1[C:6]2[CH:7]=[CH:8][CH:9]=[CH:10][C:5]=2[N:4]=[C:3]([N:11]2[CH2:16][CH2:15][N:14]([CH2:17][C:18]([NH:20][C:21]3[C:22]([C:26]([OH:28])=[O:27])=[CH:23][S:24][CH:25]=3)=[O:19])[CH2:13][CH2:12]2)[N:2]=1, predict the reactants needed to synthesize it. The reactants are: [N:1]1[C:6]2[CH:7]=[CH:8][CH:9]=[CH:10][C:5]=2[N:4]=[C:3]([N:11]2[CH2:16][CH2:15][N:14]([CH2:17][C:18]([NH:20][C:21]3[C:22]([C:26]([O:28]C)=[O:27])=[CH:23][S:24][CH:25]=3)=[O:19])[CH2:13][CH2:12]2)[N:2]=1.O.[OH-].[Li+].Cl. (2) Given the product [CH3:17][O:16][C:12]1[CH:11]=[C:10]([CH:15]=[CH:14][CH:13]=1)[CH2:9][NH:8][C:6](=[O:7])[C:5]1[CH:18]=[CH:19][C:2]([C:22]2[CH:23]=[C:24]([NH:27][C:28]([C:30]3[CH:34]=[CH:33][S:32][CH:31]=3)=[O:29])[CH:25]=[CH:26][C:21]=2[CH3:20])=[N:3][CH:4]=1, predict the reactants needed to synthesize it. The reactants are: Cl[C:2]1[CH:19]=[CH:18][C:5]([C:6]([NH:8][CH2:9][C:10]2[CH:15]=[CH:14][CH:13]=[C:12]([O:16][CH3:17])[CH:11]=2)=[O:7])=[CH:4][N:3]=1.[CH3:20][C:21]1[CH:26]=[CH:25][C:24]([NH:27][C:28]([C:30]2[CH:34]=[CH:33][S:32][CH:31]=2)=[O:29])=[CH:23][C:22]=1B1OC(C)(C)C(C)(C)O1. (3) Given the product [NH2:1][C:2]1[C:3]([O:18][CH2:19][C:20]([F:21])([F:22])[F:23])=[CH:4][C:5]([C:8]2([C:13]([O:15][CH2:16][CH3:17])=[O:14])[CH2:12][CH2:11][CH2:10][CH2:9]2)=[CH:6][C:7]=1[Br:31], predict the reactants needed to synthesize it. The reactants are: [NH2:1][C:2]1[CH:7]=[CH:6][C:5]([C:8]2([C:13]([O:15][CH2:16][CH3:17])=[O:14])[CH2:12][CH2:11][CH2:10][CH2:9]2)=[CH:4][C:3]=1[O:18][CH2:19][C:20]([F:23])([F:22])[F:21].C1C(=O)N([Br:31])C(=O)C1. (4) Given the product [Cl:1][C:2]1[CH:7]=[CH:6][C:5]([Cl:8])=[CH:4][C:3]=1/[CH:9]=[CH:10]/[C:11]([C:13]1[CH:18]=[CH:17][C:16](=[O:19])[NH:15][CH:14]=1)=[O:12], predict the reactants needed to synthesize it. The reactants are: [Cl:1][C:2]1[CH:7]=[CH:6][C:5]([Cl:8])=[CH:4][C:3]=1/[CH:9]=[CH:10]/[C:11]([C:13]1[CH:14]=[N:15][C:16]([O:19]C)=[CH:17][CH:18]=1)=[O:12].Cl. (5) Given the product [NH2:9][CH2:8][CH2:7][N:6]1[C:5]2[CH:17]=[CH:18][CH:19]=[CH:20][C:4]=2[NH:3][C:2]1=[O:1], predict the reactants needed to synthesize it. The reactants are: [O:1]=[C:2]1[N:6]([CH2:7][CH2:8][NH:9]C(=O)OC(C)(C)C)[C:5]2[CH:17]=[CH:18][CH:19]=[CH:20][C:4]=2[NH:3]1.Cl. (6) Given the product [N+:7]([C:10]1[CH:11]=[CH:12][C:13](/[C:16](=[CH:20]\[C:21]2[CH:22]=[CH:23][CH:24]=[CH:25][CH:26]=2)/[C:17]([O:19][CH3:27])=[O:18])=[CH:14][CH:15]=1)([O-:9])=[O:8], predict the reactants needed to synthesize it. The reactants are: Cl.OS(O)(=O)=O.[N+:7]([C:10]1[CH:15]=[CH:14][C:13]([C:16](=[CH:20][C:21]2[CH:26]=[CH:25][CH:24]=[CH:23][CH:22]=2)[C:17]([OH:19])=[O:18])=[CH:12][CH:11]=1)([O-:9])=[O:8].[CH3:27]O. (7) Given the product [ClH:9].[CH3:1][C@@:2]([C:6]([O:8][CH3:11])=[O:7])([CH2:4][OH:5])[NH2:3], predict the reactants needed to synthesize it. The reactants are: [CH3:1][C@@:2]([C:6]([OH:8])=[O:7])([CH2:4][OH:5])[NH2:3].[ClH:9].O1CCOC[CH2:11]1. (8) Given the product [F:1][C@H:2]1[C@@H:7]([O:8][C:9]2[CH:16]=[CH:15][C:14]([C:17]3[N:22]=[C:21]([NH:23][C:24]4[CH:29]=[CH:28][C:27]([N:30]5[CH2:31][CH2:32][N:33]([CH:36]6[CH2:39][O:38][CH2:37]6)[CH2:34][CH2:35]5)=[CH:26][CH:25]=4)[N:20]=[CH:19][N:18]=3)=[CH:13][C:10]=2[C:11]#[N:12])[CH2:6][CH2:5][N:4]([C:42](=[O:41])[C@H:43]([CH3:47])[CH2:44][OH:45])[CH2:3]1, predict the reactants needed to synthesize it. The reactants are: [F:1][C@H:2]1[C@@H:7]([O:8][C:9]2[CH:16]=[CH:15][C:14]([C:17]3[N:22]=[C:21]([NH:23][C:24]4[CH:29]=[CH:28][C:27]([N:30]5[CH2:35][CH2:34][N:33]([CH:36]6[CH2:39][O:38][CH2:37]6)[CH2:32][CH2:31]5)=[CH:26][CH:25]=4)[N:20]=[CH:19][N:18]=3)=[CH:13][C:10]=2[C:11]#[N:12])[CH2:6][CH2:5][NH:4][CH2:3]1.[Na+].[OH:41][CH2:42][C@@H:43]([CH3:47])[C:44]([O-])=[O:45].CN(C(ON1N=NC2C=CC=NC1=2)=[N+](C)C)C.F[P-](F)(F)(F)(F)F. (9) Given the product [C:32]([O:31][C:28]1[CH:29]=[CH:30][C:25]([CH2:24][CH:2]([NH:1][C:48](=[O:49])[CH2:47][CH:46]([NH:45][C:44]([NH:43][CH2:36][C:37]2[CH:42]=[CH:41][CH:40]=[CH:39][CH:38]=2)=[O:54])[CH2:51][CH:52]=[CH2:53])[C:3](=[O:4])[N:5]([CH2:16][CH:17]([O:21][CH2:22][CH3:23])[O:18][CH2:19][CH3:20])[CH2:6][C:7]2[CH:8]=[CH:9][CH:10]=[C:11]3[C:15]=2[NH:14][N:13]=[CH:12]3)=[CH:26][CH:27]=1)([CH3:33])([CH3:35])[CH3:34], predict the reactants needed to synthesize it. The reactants are: [NH2:1][CH:2]([CH2:24][C:25]1[CH:30]=[CH:29][C:28]([O:31][C:32]([CH3:35])([CH3:34])[CH3:33])=[CH:27][CH:26]=1)[C:3]([N:5]([CH2:16][CH:17]([O:21][CH2:22][CH3:23])[O:18][CH2:19][CH3:20])[CH2:6][C:7]1[CH:8]=[CH:9][CH:10]=[C:11]2[C:15]=1[NH:14][N:13]=[CH:12]2)=[O:4].[CH2:36]([NH:43][C:44](=[O:54])[NH:45][C@H:46]([CH2:51][CH:52]=[CH2:53])[CH2:47][C:48](O)=[O:49])[C:37]1[CH:42]=[CH:41][CH:40]=[CH:39][CH:38]=1.CCN=C=NCCCN(C)C.C1C=CC2N(O)N=NC=2C=1.CCN(C(C)C)C(C)C. (10) Given the product [Cl:15][C:10]1[CH:9]=[C:8](/[C:3](=[CH:19]\[CH:20]=[CH:21]/[C:17](=[O:18])[CH3:16])/[C:4]([O:6][CH3:7])=[O:5])[CH:13]=[CH:12][C:11]=1[Cl:14], predict the reactants needed to synthesize it. The reactants are: [N+](=[C:3]([C:8]1[CH:13]=[CH:12][C:11]([Cl:14])=[C:10]([Cl:15])[CH:9]=1)[C:4]([O:6][CH3:7])=[O:5])=[N-].[CH3:16][C:17]1[O:18][CH:19]=[CH:20][CH:21]=1.